Dataset: M1 muscarinic receptor antagonist screen with 61,756 compounds. Task: Binary Classification. Given a drug SMILES string, predict its activity (active/inactive) in a high-throughput screening assay against a specified biological target. (1) The drug is n1(\N=C\c2cccnc2)c2c(nc1)cc(c(c2)C)C. The result is 0 (inactive). (2) The drug is Clc1ccc(c2nn(CCC(=O)NCCOC)c(=O)cc2)cc1. The result is 0 (inactive). (3) The molecule is s1c(c(Sc2ccccc2)c(c1C)C(O)=O)CO. The result is 0 (inactive). (4) The molecule is s1c2n(nc1COc1ccccc1)c(nn2)Cn1nnc2c1cccc2. The result is 0 (inactive). (5) The result is 0 (inactive). The molecule is S(c1n(CC(=O)NC(C)(C)C)c2c(n1)cccc2)CC(OCC)=O. (6) The result is 0 (inactive). The compound is Fc1c(N(c2ccccc2)C(=O)C)c(F)c(F)c(F)c1F. (7) The molecule is O=C(N1C2CC(CC(C2)(C)C)(C1)C)COC(=O)Cn1[nH]c(=O)c2c(c1=O)cccc2. The result is 0 (inactive). (8) The molecule is N(CCC=1CCCCC1)C1=NCCCCC1. The result is 0 (inactive). (9) The result is 0 (inactive). The molecule is s1\c(n(CCCC)c(=O)cc1C(OC)=O)=N/CCCC. (10) The result is 0 (inactive). The compound is O(C(=O)C1N(CCCC1)C(=O)CCc1c(n2ncnc2nc1C)C)CC.